Predict the product of the given reaction. From a dataset of Forward reaction prediction with 1.9M reactions from USPTO patents (1976-2016). (1) The product is: [CH:1]1([O:6][CH2:7][CH2:8][O:9][C:10]2[CH:20]=[CH:19][C:13]([O:14][CH2:15][CH:16]([OH:17])[CH2:18][NH:22][CH2:23][CH2:24][NH:25][C:26](=[O:38])[NH:27][C:28]3[CH:29]=[C:30]([CH:35]=[CH:36][CH:37]=3)[C:31]([O:33][CH3:34])=[O:32])=[CH:12][CH:11]=2)[CH2:5][CH2:4][CH2:3][CH2:2]1. Given the reactants [CH:1]1([O:6][CH2:7][CH2:8][O:9][C:10]2[CH:20]=[CH:19][C:13]([O:14][CH2:15][CH:16]3[CH2:18][O:17]3)=[CH:12][CH:11]=2)[CH2:5][CH2:4][CH2:3][CH2:2]1.Cl.[NH2:22][CH2:23][CH2:24][NH:25][C:26](=[O:38])[NH:27][C:28]1[CH:29]=[C:30]([CH:35]=[CH:36][CH:37]=1)[C:31]([O:33][CH3:34])=[O:32].C1(OCCOC2C=CC(OCC(O)CNCCNC(NC3C=CC([N+]([O-])=O)=CC=3)=O)=CC=2)CCCC1, predict the reaction product. (2) Given the reactants [Al+3].[Cl-].[Cl-].[Cl-].[C:5]([NH:15][C:16]1[CH:21]=[CH:20][C:19]([CH2:22][C:23]([O:25][CH3:26])=[O:24])=[CH:18][CH:17]=1)(=[O:14])/[CH:6]=[CH:7]/C1C=CC=CC=1, predict the reaction product. The product is: [O:14]=[C:5]1[CH:6]=[CH:7][C:17]2[C:16](=[CH:21][CH:20]=[C:19]([CH2:22][C:23]([O:25][CH3:26])=[O:24])[CH:18]=2)[NH:15]1. (3) Given the reactants Br[C:2]1[CH:3]=[CH:4][C:5]([N+:8]([O-:10])=[O:9])=[N:6][CH:7]=1.C([O-])([O-])=O.[K+].[K+].[N:17]1([C:23]([O:25][C:26]([CH3:29])([CH3:28])[CH3:27])=[O:24])[CH2:22][CH2:21][NH:20][CH2:19][CH2:18]1.O, predict the reaction product. The product is: [N+:8]([C:5]1[N:6]=[CH:7][C:2]([N:20]2[CH2:19][CH2:18][N:17]([C:23]([O:25][C:26]([CH3:29])([CH3:28])[CH3:27])=[O:24])[CH2:22][CH2:21]2)=[CH:3][CH:4]=1)([O-:10])=[O:9]. (4) Given the reactants [Br:1][C:2]1[C:14]2[C:13]3[C:8](=[CH:9][C:10]([CH:15]([OH:18])[CH2:16][OH:17])=[CH:11][CH:12]=3)[NH:7][C:6]=2[C:5]([C:19]([NH2:21])=[O:20])=[CH:4][CH:3]=1.O.[C:23]1(C)[CH:28]=CC(S(O)(=O)=O)=C[CH:24]=1.COC(OC)(C)C.CN(C=O)C, predict the reaction product. The product is: [Br:1][C:2]1[C:14]2[C:13]3[C:8](=[CH:9][C:10]([CH:15]4[CH2:16][O:17][C:23]([CH3:28])([CH3:24])[O:18]4)=[CH:11][CH:12]=3)[NH:7][C:6]=2[C:5]([C:19]([NH2:21])=[O:20])=[CH:4][CH:3]=1. (5) Given the reactants [C:1]1([C:25]2[CH:30]=[CH:29][CH:28]=[CH:27][CH:26]=2)[CH:6]=[CH:5][C:4]([CH2:7][C@@H:8]([NH:17]C(OC(C)(C)C)=O)[CH2:9][C@:10]([CH2:15][OH:16])([CH3:14])[C:11](O)=[O:12])=[CH:3][CH:2]=1.C1C=CC2N(O)N=NC=2C=1.CCN=C=NCCCN(C)C.[C:52]([O:56][CH2:57][C:58]1[CH:63]=[CH:62][CH:61]=[CH:60][CH:59]=1)(=[O:55])[CH2:53][OH:54].CN1CCOCC1.CC#N.Cl, predict the reaction product. The product is: [CH2:57]([O:56][C:52]([CH2:53][O:54][C:11](=[O:12])[C@@:10]([CH2:15][OH:16])([CH3:14])[CH2:9][C@H:8]([NH2:17])[CH2:7][C:4]1[CH:5]=[CH:6][C:1]([C:25]2[CH:30]=[CH:29][CH:28]=[CH:27][CH:26]=2)=[CH:2][CH:3]=1)=[O:55])[C:58]1[CH:63]=[CH:62][CH:61]=[CH:60][CH:59]=1.